Task: Predict the reaction yield, written as a fraction of the theoretical maximum amount of product (1.0 means a 100% yield; for example, 0.34 means a 34% yield).. Dataset: Reaction yield outcomes from USPTO patents with 853,638 reactions (1) The product is [NH2:1][C:4]1[CH:5]=[CH:6][C:7]([CH2:8][N:9]2[CH2:14][CH2:13][N:12]([C:15]([O:17][C:18]([CH3:19])([CH3:21])[CH3:20])=[O:16])[CH2:11][CH2:10]2)=[CH:22][CH:23]=1. The catalyst is [Pd].C(OCC)(=O)C. The reactants are [N+:1]([C:4]1[CH:23]=[CH:22][C:7]([CH2:8][N:9]2[CH2:14][CH2:13][N:12]([C:15]([O:17][C:18]([CH3:21])([CH3:20])[CH3:19])=[O:16])[CH2:11][CH2:10]2)=[CH:6][CH:5]=1)([O-])=O. The yield is 0.720. (2) No catalyst specified. The reactants are [CH3:1][C:2]1([CH3:28])[O:6][C@@H:5]([CH2:7][O:8][C:9]2[CH:10]=[C:11]([C:15]3[CH:16]=[CH:17][C:18]4[N:19]([C:21]([C:25]([OH:27])=O)=[C:22]([CH3:24])[N:23]=4)[N:20]=3)[CH:12]=[CH:13][CH:14]=2)[CH2:4][O:3]1.[NH2:29][C:30]1[CH:35]=[CH:34][CH:33]=[CH:32][N:31]=1.CN(C(ON1N=NC2C=CC=NC1=2)=[N+](C)C)C.F[P-](F)(F)(F)(F)F.O1CCN(CC2N=C(NC(C3N4N=C(C5C=CC=CC=5C(F)(F)F)C=CC4=NC=3)=O)C=CC=2)CC1. The yield is 0.430. The product is [CH3:28][C:2]1([CH3:1])[O:6][C@@H:5]([CH2:7][O:8][C:9]2[CH:10]=[C:11]([C:15]3[CH:16]=[CH:17][C:18]4[N:19]([C:21]([C:25]([NH:29][C:30]5[CH:35]=[CH:34][CH:33]=[CH:32][N:31]=5)=[O:27])=[C:22]([CH3:24])[N:23]=4)[N:20]=3)[CH:12]=[CH:13][CH:14]=2)[CH2:4][O:3]1. (3) The reactants are [F:1][C:2]1[CH:17]=[C:16]([CH:18]=O)[CH:15]=[CH:14][C:3]=1[O:4][C:5]1[CH:6]=[CH:7][C:8]([C:11]([NH2:13])=[O:12])=[N:9][CH:10]=1.[F:20][C:21]1[CH:29]=[CH:28][C:24]([CH2:25][CH2:26][NH2:27])=[CH:23][CH:22]=1. No catalyst specified. The product is [F:1][C:2]1[CH:17]=[C:16]([CH2:18][NH:27][CH2:26][CH2:25][C:24]2[CH:28]=[CH:29][C:21]([F:20])=[CH:22][CH:23]=2)[CH:15]=[CH:14][C:3]=1[O:4][C:5]1[CH:6]=[CH:7][C:8]([C:11]([NH2:13])=[O:12])=[N:9][CH:10]=1. The yield is 0.392. (4) The reactants are I[C:2]1[C:3](=[O:28])[NH:4][C:5](=[O:27])[N:6]([CH2:8][CH2:9][CH2:10][N:11]2[CH2:16][C@H:15]3[C@:13]([C:17]4[CH:22]=[CH:21][C:20]([C:23]([F:26])([F:25])[F:24])=[CH:19][CH:18]=4)([CH2:14]3)[CH2:12]2)[CH:7]=1.[N:29]1[CH:34]=[CH:33][C:32](B(O)O)=[CH:31][CH:30]=1.C([O-])([O-])=O.[Na+].[Na+].C1(P(C2CCCCC2)C2C=CC=CC=2C2C=CC=CC=2)CCCCC1. The catalyst is COCCOC.O.C(OCC)(=O)C.C1C=CC([P]([Pd]([P](C2C=CC=CC=2)(C2C=CC=CC=2)C2C=CC=CC=2)([P](C2C=CC=CC=2)(C2C=CC=CC=2)C2C=CC=CC=2)[P](C2C=CC=CC=2)(C2C=CC=CC=2)C2C=CC=CC=2)(C2C=CC=CC=2)C2C=CC=CC=2)=CC=1. The product is [N:29]1[CH:34]=[CH:33][C:32]([C:2]2[C:3](=[O:28])[NH:4][C:5](=[O:27])[N:6]([CH2:8][CH2:9][CH2:10][N:11]3[CH2:16][C@H:15]4[C@:13]([C:17]5[CH:22]=[CH:21][C:20]([C:23]([F:26])([F:25])[F:24])=[CH:19][CH:18]=5)([CH2:14]4)[CH2:12]3)[CH:7]=2)=[CH:31][CH:30]=1. The yield is 0.320.